Dataset: Forward reaction prediction with 1.9M reactions from USPTO patents (1976-2016). Task: Predict the product of the given reaction. (1) Given the reactants [NH2:1][C:2]1[CH:7]=[CH:6][C:5]([S:8]([N:11]([CH3:32])[C:12]2[CH:31]=[CH:30][C:15]3[N:16]([CH2:23][CH:24]4[CH2:29][CH2:28][O:27][CH2:26][CH2:25]4)[C:17]([C:19]([F:22])([F:21])[F:20])=[N:18][C:14]=3[CH:13]=2)(=[O:10])=[O:9])=[CH:4][CH:3]=1.[N:33]([CH:36]([CH3:38])[CH3:37])=[C:34]=[O:35], predict the reaction product. The product is: [CH:36]([NH:33][C:34]([NH:1][C:2]1[CH:3]=[CH:4][C:5]([S:8]([N:11]([CH3:32])[C:12]2[CH:31]=[CH:30][C:15]3[N:16]([CH2:23][CH:24]4[CH2:29][CH2:28][O:27][CH2:26][CH2:25]4)[C:17]([C:19]([F:21])([F:20])[F:22])=[N:18][C:14]=3[CH:13]=2)(=[O:10])=[O:9])=[CH:6][CH:7]=1)=[O:35])([CH3:38])[CH3:37]. (2) Given the reactants [O:1]([CH:8]([C:12]1[CH:17]=[CH:16][C:15]([F:18])=[CH:14][CH:13]=1)[C:9]([OH:11])=O)[C:2]1[CH:7]=[CH:6][CH:5]=[CH:4][CH:3]=1.[NH2:19][C:20]1[S:21][CH:22]=[CH:23][N:24]=1, predict the reaction product. The product is: [F:18][C:15]1[CH:16]=[CH:17][C:12]([CH:8]([O:1][C:2]2[CH:3]=[CH:4][CH:5]=[CH:6][CH:7]=2)[C:9]([NH:19][C:20]2[S:21][CH:22]=[CH:23][N:24]=2)=[O:11])=[CH:13][CH:14]=1. (3) The product is: [NH2:1][C:2]1[C:6]2[C:7](=[O:41])[N:8]([C:34]3[CH:39]=[CH:38][CH:37]=[CH:36][C:35]=3[CH3:40])[CH:9]=[C:10]([C:11]3[CH:16]=[C:15]([N:17]4[CH2:22][CH2:21][N:20]([CH2:23][CH2:24][OH:25])[CH2:19][CH2:18]4)[N:14]=[C:13]([CH3:33])[N:12]=3)[C:5]=2[NH:4][N:3]=1. Given the reactants [NH2:1][C:2]1[C:6]2[C:7](=[O:41])[N:8]([C:34]3[CH:39]=[CH:38][CH:37]=[CH:36][C:35]=3[CH3:40])[CH:9]=[C:10]([C:11]3[CH:16]=[C:15]([N:17]4[CH2:22][CH2:21][N:20]([CH2:23][CH2:24][O:25][Si](C(C)(C)C)(C)C)[CH2:19][CH2:18]4)[N:14]=[C:13]([CH3:33])[N:12]=3)[C:5]=2[NH:4][N:3]=1.O1CCCC1.[F-].C([N+](CCCC)(CCCC)CCCC)CCC.O, predict the reaction product. (4) Given the reactants [F:1][C:2]1[CH:21]=[CH:20][CH:19]=[CH:18][C:3]=1[CH2:4][N:5]1[C:9]2=[N:10][CH:11]=[CH:12][CH:13]=[C:8]2[C:7]([C:14](NN)=[O:15])=[N:6]1.[OH-:22].[Na+].Cl, predict the reaction product. The product is: [F:1][C:2]1[CH:21]=[CH:20][CH:19]=[CH:18][C:3]=1[CH2:4][N:5]1[C:9]2=[N:10][CH:11]=[CH:12][CH:13]=[C:8]2[C:7]([C:14]([OH:22])=[O:15])=[N:6]1. (5) Given the reactants C(OC(=O)[NH:10][C:11]1[CH:12]=[C:13]2[C:18](=[CH:19][C:20]=1[O:21][CH3:22])[N:17]=[CH:16][CH:15]=[C:14]2[O:23][C:24]1[CH:29]=[CH:28][C:27]([NH:30][C:31]([NH:33][C:34]2[CH:39]=[CH:38][C:37]([F:40])=[CH:36][CH:35]=2)=[O:32])=[CH:26][CH:25]=1)C1C=CC=CC=1.CO, predict the reaction product. The product is: [NH2:10][C:11]1[CH:12]=[C:13]2[C:18](=[CH:19][C:20]=1[O:21][CH3:22])[N:17]=[CH:16][CH:15]=[C:14]2[O:23][C:24]1[CH:25]=[CH:26][C:27]([NH:30][C:31]([NH:33][C:34]2[CH:35]=[CH:36][C:37]([F:40])=[CH:38][CH:39]=2)=[O:32])=[CH:28][CH:29]=1. (6) Given the reactants [NH2:1][C:2]1[CH:7]=[CH:6][C:5]([N:8]2[CH2:17][CH2:16][C:15]3[C:10](=[CH:11][CH:12]=[C:13]([O:18][CH3:19])[CH:14]=3)[CH:9]2[CH2:20][C:21]2[CH:26]=[CH:25][C:24]([O:27][CH2:28][C:29]3[CH:34]=[CH:33][CH:32]=[CH:31][CH:30]=3)=[CH:23][CH:22]=2)=[CH:4][CH:3]=1.[C:35](Cl)(=[O:37])[CH3:36], predict the reaction product. The product is: [C:35]([NH:1][C:2]1[CH:7]=[CH:6][C:5]([N:8]2[CH2:17][CH2:16][C:15]3[C:10](=[CH:11][CH:12]=[C:13]([O:18][CH3:19])[CH:14]=3)[CH:9]2[CH2:20][C:21]2[CH:26]=[CH:25][C:24]([O:27][CH2:28][C:29]3[CH:30]=[CH:31][CH:32]=[CH:33][CH:34]=3)=[CH:23][CH:22]=2)=[CH:4][CH:3]=1)(=[O:37])[CH3:36]. (7) Given the reactants C([O:4][C:5]1[CH:10]=[C:9]([C:11]#[N:12])[C:8](Br)=[C:7]([C:14]#[N:15])[C:6]=1[O:16]C(=O)C)(=O)C.[CH2:20]([NH:22][C:23]([C:25]1[CH:26]=[C:27](B(O)O)[CH:28]=[CH:29][CH:30]=1)=[O:24])[CH3:21], predict the reaction product. The product is: [C:14]([C:7]1[C:6]([OH:16])=[C:5]([OH:4])[CH:10]=[C:9]([C:11]#[N:12])[C:8]=1[C:27]1[CH:28]=[CH:29][CH:30]=[C:25]([C:23]([NH:22][CH2:20][CH3:21])=[O:24])[CH:26]=1)#[N:15]. (8) Given the reactants [CH3:1][C:2]1[CH:11]=[CH:10][C:9]2[C:4](=[C:5]([C:12]3([CH2:15][OH:16])[CH2:14][CH2:13]3)[CH:6]=[CH:7][CH:8]=2)[N:3]=1.C(N(CC)CC)C.[Si:24](OS(C(F)(F)F)(=O)=O)([C:27]([CH3:30])([CH3:29])[CH3:28])([CH3:26])[CH3:25].C(=O)(O)[O-].[Na+], predict the reaction product. The product is: [Si:24]([O:16][CH2:15][C:12]1([C:5]2[CH:6]=[CH:7][CH:8]=[C:9]3[C:4]=2[N:3]=[C:2]([CH3:1])[CH:11]=[CH:10]3)[CH2:14][CH2:13]1)([C:27]([CH3:30])([CH3:29])[CH3:28])([CH3:26])[CH3:25]. (9) Given the reactants [NH:1]1[CH2:6][CH2:5][O:4][CH2:3][CH2:2]1.C(N(CC)CC)C.[I:14][C:15]1[CH:23]=[CH:22][C:18]([C:19](Cl)=[O:20])=[CH:17][CH:16]=1, predict the reaction product. The product is: [I:14][C:15]1[CH:23]=[CH:22][C:18]([C:19]([N:1]2[CH2:6][CH2:5][O:4][CH2:3][CH2:2]2)=[O:20])=[CH:17][CH:16]=1. (10) The product is: [O:59]1[CH2:60][CH2:61][N:56]([C:50]2[CH:51]=[CH:52][C:53]3[C:54]4[N:55]=[C:43]([C:2]5[CH:3]=[C:4]6[C:8](=[CH:9][CH:10]=5)[N:7]([CH2:11][CH2:12][N:13]5[CH2:18][CH2:17][O:16][CH2:15][CH2:14]5)[N:6]=[CH:5]6)[CH:44]=[C:45]([C:62]([NH2:64])=[O:63])[C:46]=4[NH:47][C:48]=3[CH:49]=2)[CH2:57][CH2:58]1. Given the reactants Br[C:2]1[CH:3]=[C:4]2[C:8](=[CH:9][CH:10]=1)[N:7]([CH2:11][CH2:12][N:13]1[CH2:18][CH2:17][O:16][CH2:15][CH2:14]1)[N:6]=[CH:5]2.CC1(C)C(C)(C)OB(B2OC(C)(C)C(C)(C)O2)O1.C([O-])(=O)C.[K+].Br[C:43]1[CH:44]=[C:45]([C:62]([NH2:64])=[O:63])[C:46]2[NH:47][C:48]3[CH:49]=[C:50]([N:56]4[CH2:61][CH2:60][O:59][CH2:58][CH2:57]4)[CH:51]=[CH:52][C:53]=3[C:54]=2[N:55]=1.CC1(C)C(C)(C)OB(C2C=C3C(=CC=2)N(CCN2CCOCC2)N=C3)O1.C([O-])([O-])=O.[Na+].[Na+], predict the reaction product.